From a dataset of Catalyst prediction with 721,799 reactions and 888 catalyst types from USPTO. Predict which catalyst facilitates the given reaction. (1) Reactant: [CH3:1][C:2]1[C:7]([F:8])=[CH:6][C:5]([OH:9])=[C:4]([N+:10]([O-:12])=[O:11])[CH:3]=1.I[CH2:14][CH3:15].C([O-])([O-])=O.[K+].[K+]. Product: [CH3:1][C:2]1[CH:3]=[C:4]([N+:10]([O-:12])=[O:11])[C:5]([O:9][CH2:14][CH3:15])=[CH:6][C:7]=1[F:8]. The catalyst class is: 549. (2) Reactant: C[Si](Cl)(C)C.[BH4-].[Li+].[NH2:8][CH:9]([CH2:13][C:14]([F:17])([F:16])[F:15])[C:10](O)=[O:11]. Product: [NH2:8][CH:9]([CH2:13][C:14]([F:17])([F:16])[F:15])[CH2:10][OH:11]. The catalyst class is: 1.